Dataset: Reaction yield outcomes from USPTO patents with 853,638 reactions. Task: Predict the reaction yield, written as a fraction of the theoretical maximum amount of product (1.0 means a 100% yield; for example, 0.34 means a 34% yield). The product is [S:15]1[C:19]2[CH:20]=[CH:21][CH:22]=[CH:23][C:18]=2[N:17]=[C:16]1[C:24]1[CH:32]=[CH:31][C:27]([C:28]([NH:10][S:7]([C:2]2[CH:3]=[CH:4][CH:5]=[CH:6][C:1]=2[S:11](=[O:13])(=[O:12])[NH2:14])(=[O:9])=[O:8])=[O:29])=[CH:26][CH:25]=1. The reactants are [C:1]1([S:11]([NH2:14])(=[O:13])=[O:12])[C:2]([S:7]([NH2:10])(=[O:9])=[O:8])=[CH:3][CH:4]=[CH:5][CH:6]=1.[S:15]1[C:19]2[CH:20]=[CH:21][CH:22]=[CH:23][C:18]=2[N:17]=[C:16]1[C:24]1[CH:32]=[CH:31][C:27]([C:28](O)=[O:29])=[CH:26][CH:25]=1.C(Cl)CCl. The catalyst is CN(C1C=CN=CC=1)C.CN(C=O)C. The yield is 0.280.